Dataset: Full USPTO retrosynthesis dataset with 1.9M reactions from patents (1976-2016). Task: Predict the reactants needed to synthesize the given product. (1) Given the product [CH3:1][C:2]1[NH:6][C:5]([C:7]([OH:14])=[O:8])=[N:4][C:3]=1[C:9]([F:12])([F:10])[F:11], predict the reactants needed to synthesize it. The reactants are: [CH3:1][C:2]1[NH:6][C:5]([CH:7]=[O:8])=[N:4][C:3]=1[C:9]([F:12])([F:11])[F:10].Cl([O-])=[O:14].[Na+].P([O-])(O)(O)=O.[Na+].CC(=CC)C. (2) Given the product [Cl:1][C:2]1[CH:7]=[CH:6][C:5]([N:8]2[CH2:13][CH2:12][N:11]([CH:19]([C:21]3[CH:26]=[CH:25][C:24]([O:27][CH3:28])=[C:23]([O:29][CH3:30])[CH:22]=3)[CH3:18])[CH2:10][CH2:9]2)=[CH:4][C:3]=1[C:14]([F:15])([F:17])[F:16], predict the reactants needed to synthesize it. The reactants are: [Cl:1][C:2]1[CH:7]=[CH:6][C:5]([N:8]2[CH2:13][CH2:12][NH:11][CH2:10][CH2:9]2)=[CH:4][C:3]=1[C:14]([F:17])([F:16])[F:15].[CH3:18][C:19]([C:21]1[CH:26]=[CH:25][C:24]([O:27][CH3:28])=[C:23]([O:29][CH3:30])[CH:22]=1)=O.[BH4-].[Na+]. (3) Given the product [CH2:39]([S:36]([C:33]1[CH:32]=[CH:31][C:30]([O:29][C:26]2[CH:27]=[CH:28][C:19]([NH:18][C:15]([C:10]3[CH:11]=[CH:12][CH:13]=[CH:14][N:9]=3)=[O:16])=[C:20]([CH:25]=2)[C:21]([O:23][CH3:24])=[O:22])=[CH:35][CH:34]=1)(=[O:38])=[O:37])[CH3:40], predict the reactants needed to synthesize it. The reactants are: C(N(CC)CC)C.Cl.[N:9]1[CH:14]=[CH:13][CH:12]=[CH:11][C:10]=1[C:15](Cl)=[O:16].[NH2:18][C:19]1[CH:28]=[CH:27][C:26]([O:29][C:30]2[CH:35]=[CH:34][C:33]([S:36]([CH2:39][CH3:40])(=[O:38])=[O:37])=[CH:32][CH:31]=2)=[CH:25][C:20]=1[C:21]([O:23][CH3:24])=[O:22].C(=O)([O-])O.[Na+]. (4) The reactants are: C[O:2][C:3]1[CH:4]=[C:5]([S:9][CH:10]2[CH2:13][N:12]([C:14]([CH3:34])([CH3:33])[CH2:15][CH2:16][C:17]([C:27]3[CH:32]=[CH:31][CH:30]=[CH:29][CH:28]=3)([C:21]3[CH:26]=[CH:25][CH:24]=[CH:23][CH:22]=3)[C:18]([NH2:20])=[O:19])[CH2:11]2)[CH:6]=[CH:7][CH:8]=1.B(Br)(Br)Br.C1(S)C=CC=CC=1.N. Given the product [OH:2][C:3]1[CH:4]=[C:5]([S:9][CH:10]2[CH2:11][N:12]([C:14]([CH3:34])([CH3:33])[CH2:15][CH2:16][C:17]([C:27]3[CH:32]=[CH:31][CH:30]=[CH:29][CH:28]=3)([C:21]3[CH:22]=[CH:23][CH:24]=[CH:25][CH:26]=3)[C:18]([NH2:20])=[O:19])[CH2:13]2)[CH:6]=[CH:7][CH:8]=1, predict the reactants needed to synthesize it. (5) Given the product [CH3:27][C:22]1[CH:23]=[CH:24][CH:25]=[CH:26][C:21]=1[CH2:20][S:19][C:16]1[CH:17]=[CH:18][C:13]([CH:9]([C:10]#[C:11][CH3:12])[CH2:5][C:4]([OH:28])=[O:3])=[CH:14][CH:15]=1, predict the reactants needed to synthesize it. The reactants are: CC1(C)OC(=O)[CH:5]([CH:9]([C:13]2[CH:18]=[CH:17][C:16]([S:19][CH2:20][C:21]3[CH:26]=[CH:25][CH:24]=[CH:23][C:22]=3[CH3:27])=[CH:15][CH:14]=2)[C:10]#[C:11][CH3:12])[C:4](=[O:28])[O:3]1.N1C=CC=CC=1.Cl. (6) Given the product [CH2:1]([N:8]([CH:13]1[CH2:22][C:21]2[C:16](=[C:17]([C:25]([C:37]3[CH:38]=[CH:39][C:34]([Cl:33])=[CH:35][CH:36]=3)([OH:26])[C:27]3[N:28]([CH3:32])[CH:29]=[N:30][CH:31]=3)[CH:18]=[C:19]([C:23]#[N:24])[CH:20]=2)[O:15][CH2:14]1)[S:9]([CH3:12])(=[O:11])=[O:10])[C:2]1[CH:3]=[CH:4][CH:5]=[CH:6][CH:7]=1, predict the reactants needed to synthesize it. The reactants are: [CH2:1]([N:8]([CH:13]1[CH2:22][C:21]2[C:16](=[C:17]([C:25]([C:27]3[N:28]([CH3:32])[CH:29]=[N:30][CH:31]=3)=[O:26])[CH:18]=[C:19]([C:23]#[N:24])[CH:20]=2)[O:15][CH2:14]1)[S:9]([CH3:12])(=[O:11])=[O:10])[C:2]1[CH:7]=[CH:6][CH:5]=[CH:4][CH:3]=1.[Cl:33][C:34]1[CH:39]=[CH:38][C:37]([Mg]Br)=[CH:36][CH:35]=1.[NH4+].[Cl-].